Dataset: Full USPTO retrosynthesis dataset with 1.9M reactions from patents (1976-2016). Task: Predict the reactants needed to synthesize the given product. (1) Given the product [Si:1]([O:8][CH:9]([CH2:16][CH3:17])[CH2:10]/[CH:11]=[C:12](\[CH3:14])/[CH2:13][CH2:24][C:23]([O:25][CH2:26][CH3:27])=[O:28])([C:4]([CH3:7])([CH3:6])[CH3:5])([CH3:3])[CH3:2], predict the reactants needed to synthesize it. The reactants are: [Si:1]([O:8][CH:9]([CH2:16][CH3:17])[CH2:10][CH:11](O)[C:12]([CH3:14])=[CH2:13])([C:4]([CH3:7])([CH3:6])[CH3:5])([CH3:3])[CH3:2].C(O)(=O)CC.[C:23](OCC)([O:28]CC)([O:25][CH2:26][CH3:27])[CH3:24]. (2) Given the product [F:8][C:9]1[CH:10]=[C:11]([CH:33]=[CH:34][C:35]=1[F:36])[CH2:12][O:13][CH2:14][CH2:15][CH2:16][CH2:17][CH2:18][CH2:19][CH2:20][C:21]([NH:23][C@@H:24]([CH2:29][N+:30]([CH3:1])([CH3:32])[CH3:31])[CH2:25][C:26]([O-:28])=[O:27])=[O:22], predict the reactants needed to synthesize it. The reactants are: [C:1](=O)([O-])O.[K+].IC.[F:8][C:9]1[CH:10]=[C:11]([CH:33]=[CH:34][C:35]=1[F:36])[CH2:12][O:13][CH2:14][CH2:15][CH2:16][CH2:17][CH2:18][CH2:19][CH2:20][C:21]([NH:23][C@@H:24]([CH2:29][N:30]([CH3:32])[CH3:31])[CH2:25][C:26]([OH:28])=[O:27])=[O:22]. (3) The reactants are: [CH3:1][NH:2][N:3]=[C:4]([CH3:10])[C:5]([O:7][CH2:8][CH3:9])=[O:6].C(=O)([O-])[O-].[K+].[K+].[Cl:17][C:18]1[CH:23]=[C:22]([CH2:24][CH3:25])[C:21]([CH2:26][C:27](Cl)=[O:28])=[C:20]([CH2:30][CH3:31])[CH:19]=1. Given the product [Cl:17][C:18]1[CH:23]=[C:22]([CH2:24][CH3:25])[C:21]([CH2:26][C:27]([N:2]([CH3:1])[N:3]=[C:4]([CH3:10])[C:5]([O:7][CH2:8][CH3:9])=[O:6])=[O:28])=[C:20]([CH2:30][CH3:31])[CH:19]=1, predict the reactants needed to synthesize it.